Predict the reactants needed to synthesize the given product. From a dataset of Full USPTO retrosynthesis dataset with 1.9M reactions from patents (1976-2016). (1) Given the product [I:15][C:7]1[CH:8]=[C:3]([O:2][CH3:1])[CH:4]=[C:5]([N+:10]([O-:12])=[O:11])[C:6]=1[OH:9], predict the reactants needed to synthesize it. The reactants are: [CH3:1][O:2][C:3]1[CH:8]=[CH:7][C:6]([OH:9])=[C:5]([N+:10]([O-:12])=[O:11])[CH:4]=1.[OH-].[K+].[I:15]I. (2) Given the product [F:16][C:17]([F:29])([F:30])[C:18]1[CH:24]=[C:23]([C:25]([F:27])([F:28])[F:26])[CH:22]=[CH:21][C:19]=1[NH:20][C:11](=[O:13])[C:10]1[CH:14]=[C:6]([Cl:5])[CH:7]=[CH:8][C:9]=1[OH:15], predict the reactants needed to synthesize it. The reactants are: P(Cl)(Cl)Cl.[Cl:5][C:6]1[CH:14]=[C:10]([C:11]([OH:13])=O)[C:9]([OH:15])=[CH:8][CH:7]=1.[F:16][C:17]([F:30])([F:29])[C:18]1[CH:24]=[C:23]([C:25]([F:28])([F:27])[F:26])[CH:22]=[CH:21][C:19]=1[NH2:20].C1(C)C=CC=CC=1.